Dataset: Forward reaction prediction with 1.9M reactions from USPTO patents (1976-2016). Task: Predict the product of the given reaction. Given the reactants [Cl:1][C:2]1[N:7]=[C:6]([C@@:8]([NH:13][S@@:14]([C:16]([CH3:19])([CH3:18])[CH3:17])=[O:15])([CH2:10][CH2:11][OH:12])[CH3:9])[C:5]([F:20])=[CH:4][CH:3]=1.C(N(CC)CC)C.[Na+].[Cl-], predict the reaction product. The product is: [Cl:1][C:2]1[N:7]=[C:6]([C@@:8]([NH:13][S@@:14]([C:16]([CH3:19])([CH3:18])[CH3:17])=[O:15])([CH2:10][CH:11]=[O:12])[CH3:9])[C:5]([F:20])=[CH:4][CH:3]=1.